Dataset: Full USPTO retrosynthesis dataset with 1.9M reactions from patents (1976-2016). Task: Predict the reactants needed to synthesize the given product. (1) Given the product [OH:37][CH2:36][CH2:35][N:34]([CH3:33])[C:29](=[O:30])[C@H:28]([O:27][C:25]1[CH:24]=[CH:23][CH:22]=[C:21]2[C:26]=1[C:17]([NH:16][C:4]1[CH:5]=[CH:6][C:7]([O:8][C:9]3[CH:10]=[N:11][C:12]([CH3:15])=[CH:13][CH:14]=3)=[C:2]([CH3:1])[CH:3]=1)=[N:18][CH:19]=[N:20]2)[CH3:32], predict the reactants needed to synthesize it. The reactants are: [CH3:1][C:2]1[CH:3]=[C:4]([NH:16][C:17]2[C:26]3[C:21](=[CH:22][CH:23]=[CH:24][C:25]=3[O:27][C@H:28]([CH3:32])[C:29](O)=[O:30])[N:20]=[CH:19][N:18]=2)[CH:5]=[CH:6][C:7]=1[O:8][C:9]1[CH:10]=[N:11][C:12]([CH3:15])=[CH:13][CH:14]=1.[CH3:33][NH:34][CH2:35][CH2:36][OH:37]. (2) Given the product [C:16]1([CH:4]([NH:3][C:29](=[O:34])[C:30]([CH3:33])([CH3:32])[CH3:31])[C:5]([O:7][C@@H:8]2[CH:13]3[CH2:12][CH2:11][N:10]([CH2:15][CH2:14]3)[CH2:9]2)=[O:6])[CH:21]=[CH:20][CH:19]=[CH:18][CH:17]=1, predict the reactants needed to synthesize it. The reactants are: Cl.Cl.[NH2:3][CH:4]([C:16]1[CH:21]=[CH:20][CH:19]=[CH:18][CH:17]=1)[C:5]([O:7][C@@H:8]1[CH:13]2[CH2:14][CH2:15][N:10]([CH2:11][CH2:12]2)[CH2:9]1)=[O:6].C(N(CC)CC)C.[C:29](Cl)(=[O:34])[C:30]([CH3:33])([CH3:32])[CH3:31]. (3) Given the product [Br:21][C:22]1[C:30]2[S:29][C:28](=[N:31][C:32](=[O:40])[C:33]3[CH:38]=[CH:37][C:36]([CH3:39])=[CH:35][CH:34]=3)[N:27]([CH:42]([CH2:47][CH3:48])[C:43]([O:45][CH3:46])=[O:44])[C:26]=2[CH:25]=[CH:24][CH:23]=1, predict the reactants needed to synthesize it. The reactants are: BrC1C=CC2SC(NC(=O)C3C=CC(C)=CC=3)=NC=2C=1.[Br:21][C:22]1[C:30]2[S:29][C:28]([NH:31][C:32](=[O:40])[C:33]3[CH:38]=[CH:37][C:36]([CH3:39])=[CH:35][CH:34]=3)=[N:27][C:26]=2[CH:25]=[CH:24][CH:23]=1.Br[CH:42]([CH2:47][CH3:48])[C:43]([O:45][CH3:46])=[O:44].C(=O)([O-])[O-].[K+].[K+]. (4) Given the product [CH2:1]([N:3]1[C:7]([C:8]2[CH:9]=[C:10]3[C:14](=[CH:15][CH:16]=2)[CH2:13][CH:12]([NH2:17])[CH2:11]3)=[CH:6][C:5]([O:25][C:27]2[CH:32]=[CH:31][C:30]([C:33]([F:36])([F:35])[F:34])=[CH:29][CH:28]=2)=[N:4]1)[CH3:2], predict the reactants needed to synthesize it. The reactants are: [CH2:1]([N:3]1[C:7]([C:8]2[CH:9]=[C:10]3[C:14](=[CH:15][CH:16]=2)[CH2:13][CH:12]([NH:17]C(=O)OC(C)(C)C)[CH2:11]3)=[CH:6][C:5](=[O:25])[NH:4]1)[CH3:2].F[C:27]1[CH:32]=[CH:31][C:30]([C:33]([F:36])([F:35])[F:34])=[CH:29][CH:28]=1.C([O-])([O-])=O.[K+].[K+]. (5) Given the product [CH2:1]([O:3][C:4](=[O:17])[CH:5]([Br:16])[C:6]1[CH:11]=[CH:10][C:9]([S:12]([N:18]2[CH2:23][CH2:22][CH2:21][CH2:20][CH2:19]2)(=[O:14])=[O:13])=[CH:8][CH:7]=1)[CH3:2], predict the reactants needed to synthesize it. The reactants are: [CH2:1]([O:3][C:4](=[O:17])[CH:5]([Br:16])[C:6]1[CH:11]=[CH:10][C:9]([S:12](Cl)(=[O:14])=[O:13])=[CH:8][CH:7]=1)[CH3:2].[NH:18]1[CH2:23][CH2:22][CH2:21][CH2:20][CH2:19]1. (6) Given the product [NH:3]1[C:4](=[O:23])[C:5]2([C:15]3[C:10](=[CH:11][CH:12]=[CH:13][CH:14]=3)[O:9][CH2:8][CH2:7]2)[N:6]=[CH:2]1, predict the reactants needed to synthesize it. The reactants are: N[C:2]1[N:3](C)[C:4](=[O:23])[C:5]2([C:15]3[C:10](=[CH:11][CH:12]=[C:13](Br)[CH:14]=3)[O:9][CH:8](C3C=CC=CC=3)[CH2:7]2)[N:6]=1.N1(C(C2C=C(B(O)O)C=CC=2)=O)CCCC1. (7) Given the product [Br:1][C:2]1[CH:3]=[N:4][C:5]2[N:6]([N:8]=[C:9]([C:11]([N:16]3[CH2:17][CH2:18][C:19]4[C:24](=[CH:23][C:22]5[O:25][CH:26]=[CH:27][C:21]=5[CH:20]=4)[CH:15]3[CH3:14])=[O:13])[CH:10]=2)[CH:7]=1, predict the reactants needed to synthesize it. The reactants are: [Br:1][C:2]1[CH:3]=[N:4][C:5]2[N:6]([N:8]=[C:9]([C:11]([OH:13])=O)[CH:10]=2)[CH:7]=1.[CH3:14][CH:15]1[C:24]2[C:19](=[CH:20][C:21]3[CH:27]=[CH:26][O:25][C:22]=3[CH:23]=2)[CH2:18][CH2:17][NH:16]1. (8) Given the product [Br:1][C:2]1[CH:7]=[CH:6][C:5]([O:8][CH3:10])=[C:4]([CH3:9])[CH:3]=1, predict the reactants needed to synthesize it. The reactants are: [Br:1][C:2]1[CH:7]=[CH:6][C:5]([OH:8])=[C:4]([CH3:9])[CH:3]=1.[C:10]([O-])([O-])=O.[K+].[K+].IC. (9) Given the product [CH3:10][O:5][C:4](=[O:6])[CH2:3][CH:2]([NH2:1])[CH2:7][CH3:8], predict the reactants needed to synthesize it. The reactants are: [NH2:1][CH:2]([CH2:7][CH3:8])[CH2:3][C:4]([OH:6])=[O:5].[Si](C=[N+]=[N-])(C)(C)[CH3:10]. (10) Given the product [OH:8][CH2:9][CH2:10][CH2:11][C@@:12]1([C:30]2[CH:31]=[CH:32][CH:33]=[CH:34][CH:35]=2)[O:17][C:16](=[O:18])[N:15]([C@H:19]([C:21]2[CH:22]=[CH:23][C:24]([CH2:27][O:28][CH3:29])=[CH:25][CH:26]=2)[CH3:20])[CH2:14][CH2:13]1, predict the reactants needed to synthesize it. The reactants are: [Si]([O:8][CH2:9][CH2:10][CH2:11][C@@:12]1([C:30]2[CH:35]=[CH:34][CH:33]=[CH:32][CH:31]=2)[O:17][C:16](=[O:18])[N:15]([C@H:19]([C:21]2[CH:26]=[CH:25][C:24]([CH2:27][O:28][CH3:29])=[CH:23][CH:22]=2)[CH3:20])[CH2:14][CH2:13]1)(C(C)(C)C)(C)C.CCCC[N+](CCCC)(CCCC)CCCC.[F-].